Dataset: Catalyst prediction with 721,799 reactions and 888 catalyst types from USPTO. Task: Predict which catalyst facilitates the given reaction. (1) Reactant: [CH2:1]([O:8][C:9]1[C:17]([O:18][CH3:19])=[CH:16][C:12]([C:13]([OH:15])=O)=[C:11]([N+:20]([O-:22])=[O:21])[CH:10]=1)[C:2]1[CH:7]=[CH:6][CH:5]=[CH:4][CH:3]=1.Cl.[CH3:24][O:25][C:26](=[O:32])[C@@H:27]1[CH2:31][CH2:30][CH2:29][NH:28]1.C(Cl)CCl.CCN(C(C)C)C(C)C. Product: [CH2:1]([O:8][C:9]1[C:17]([O:18][CH3:19])=[CH:16][C:12]([C:13]([N:28]2[CH2:29][CH2:30][CH2:31][C@H:27]2[C:26]([O:25][CH3:24])=[O:32])=[O:15])=[C:11]([N+:20]([O-:22])=[O:21])[CH:10]=1)[C:2]1[CH:3]=[CH:4][CH:5]=[CH:6][CH:7]=1. The catalyst class is: 44. (2) Reactant: [Br:1][C:2]1[C:10]2[C:5](=[N:6][CH:7]=[C:8]([NH:11][C:12](=[O:21])[O:13][CH2:14][C:15]3[CH:20]=[CH:19][CH:18]=[CH:17][CH:16]=3)[CH:9]=2)[NH:4][CH:3]=1.[H-].[Na+].[S:24](Cl)([C:27]1[CH:33]=[CH:32][C:30]([CH3:31])=[CH:29][CH:28]=1)(=[O:26])=[O:25]. Product: [Br:1][C:2]1[C:10]2[C:5](=[N:6][CH:7]=[C:8]([NH:11][C:12](=[O:21])[O:13][CH2:14][C:15]3[CH:16]=[CH:17][CH:18]=[CH:19][CH:20]=3)[CH:9]=2)[N:4]([S:24]([C:27]2[CH:33]=[CH:32][C:30]([CH3:31])=[CH:29][CH:28]=2)(=[O:26])=[O:25])[CH:3]=1. The catalyst class is: 1. (3) Reactant: [CH2:1]([O:3][C:4]([C:6]1[S:10][C:9]([C:11]2[CH:16]=[CH:15][C:14]([O:17][C:18]3[CH:23]=[CH:22][CH:21]=[CH:20][CH:19]=3)=[CH:13][CH:12]=2)=[N:8][C:7]=1[CH2:24]Br)=[O:5])[CH3:2].[CH2:26]([O:28][C:29](=[O:43])[CH2:30][NH:31][CH2:32][C:33]1[CH:38]=[CH:37][C:36]([O:39][CH3:40])=[CH:35][C:34]=1[O:41][CH3:42])[CH3:27].C(=O)([O-])[O-].[K+].[K+]. Product: [CH2:1]([O:3][C:4]([C:6]1[S:10][C:9]([C:11]2[CH:16]=[CH:15][C:14]([O:17][C:18]3[CH:23]=[CH:22][CH:21]=[CH:20][CH:19]=3)=[CH:13][CH:12]=2)=[N:8][C:7]=1[CH2:24][N:31]([CH2:32][C:33]1[CH:38]=[CH:37][C:36]([O:39][CH3:40])=[CH:35][C:34]=1[O:41][CH3:42])[CH2:30][C:29]([O:28][CH2:26][CH3:27])=[O:43])=[O:5])[CH3:2]. The catalyst class is: 9.